Dataset: NCI-60 drug combinations with 297,098 pairs across 59 cell lines. Task: Regression. Given two drug SMILES strings and cell line genomic features, predict the synergy score measuring deviation from expected non-interaction effect. (1) Drug 1: C(CC(=O)O)C(=O)CN.Cl. Drug 2: CN(C(=O)NC(C=O)C(C(C(CO)O)O)O)N=O. Cell line: HOP-92. Synergy scores: CSS=17.3, Synergy_ZIP=-4.89, Synergy_Bliss=0.229, Synergy_Loewe=1.93, Synergy_HSA=2.96. (2) Cell line: LOX IMVI. Drug 2: C1=NC(=NC(=O)N1C2C(C(C(O2)CO)O)O)N. Synergy scores: CSS=10.0, Synergy_ZIP=-11.2, Synergy_Bliss=-15.9, Synergy_Loewe=-17.3, Synergy_HSA=-16.9. Drug 1: CC1C(C(=O)NC(C(=O)N2CCCC2C(=O)N(CC(=O)N(C(C(=O)O1)C(C)C)C)C)C(C)C)NC(=O)C3=C4C(=C(C=C3)C)OC5=C(C(=O)C(=C(C5=N4)C(=O)NC6C(OC(=O)C(N(C(=O)CN(C(=O)C7CCCN7C(=O)C(NC6=O)C(C)C)C)C)C(C)C)C)N)C. (3) Drug 1: CN1CCC(CC1)COC2=C(C=C3C(=C2)N=CN=C3NC4=C(C=C(C=C4)Br)F)OC. Drug 2: CC1=C(N=C(N=C1N)C(CC(=O)N)NCC(C(=O)N)N)C(=O)NC(C(C2=CN=CN2)OC3C(C(C(C(O3)CO)O)O)OC4C(C(C(C(O4)CO)O)OC(=O)N)O)C(=O)NC(C)C(C(C)C(=O)NC(C(C)O)C(=O)NCCC5=NC(=CS5)C6=NC(=CS6)C(=O)NCCC[S+](C)C)O. Cell line: MOLT-4. Synergy scores: CSS=14.9, Synergy_ZIP=2.62, Synergy_Bliss=5.30, Synergy_Loewe=2.95, Synergy_HSA=5.29. (4) Drug 1: C1=NC2=C(N1)C(=S)N=C(N2)N. Drug 2: CC1=C(C=C(C=C1)NC(=O)C2=CC=C(C=C2)CN3CCN(CC3)C)NC4=NC=CC(=N4)C5=CN=CC=C5. Cell line: SF-268. Synergy scores: CSS=17.4, Synergy_ZIP=-6.46, Synergy_Bliss=1.78, Synergy_Loewe=-12.0, Synergy_HSA=-0.399. (5) Drug 1: CC1=C(N=C(N=C1N)C(CC(=O)N)NCC(C(=O)N)N)C(=O)NC(C(C2=CN=CN2)OC3C(C(C(C(O3)CO)O)O)OC4C(C(C(C(O4)CO)O)OC(=O)N)O)C(=O)NC(C)C(C(C)C(=O)NC(C(C)O)C(=O)NCCC5=NC(=CS5)C6=NC(=CS6)C(=O)NCCC[S+](C)C)O. Drug 2: C1CCC(C(C1)N)N.C(=O)(C(=O)[O-])[O-].[Pt+4]. Cell line: BT-549. Synergy scores: CSS=27.5, Synergy_ZIP=-9.56, Synergy_Bliss=-6.73, Synergy_Loewe=1.96, Synergy_HSA=2.61. (6) Drug 1: CS(=O)(=O)C1=CC(=C(C=C1)C(=O)NC2=CC(=C(C=C2)Cl)C3=CC=CC=N3)Cl. Drug 2: CN(C(=O)NC(C=O)C(C(C(CO)O)O)O)N=O. Cell line: ACHN. Synergy scores: CSS=0.204, Synergy_ZIP=1.48, Synergy_Bliss=2.13, Synergy_Loewe=-0.173, Synergy_HSA=0.00227. (7) Drug 1: CC12CCC3C(C1CCC2O)C(CC4=C3C=CC(=C4)O)CCCCCCCCCS(=O)CCCC(C(F)(F)F)(F)F. Drug 2: C1CN(P(=O)(OC1)NCCCl)CCCl. Cell line: NCI-H226. Synergy scores: CSS=-2.65, Synergy_ZIP=0.781, Synergy_Bliss=-0.894, Synergy_Loewe=-3.04, Synergy_HSA=-2.97.